Dataset: Catalyst prediction with 721,799 reactions and 888 catalyst types from USPTO. Task: Predict which catalyst facilitates the given reaction. Reactant: [C:1]([NH:8][C@@H:9]([C:17]([OH:19])=O)[CH2:10][C:11]1[CH:16]=[CH:15][CH:14]=[CH:13][CH:12]=1)([O:3]C(C)(C)C)=O.C1CN([P+](O[N:37]2N=[N:44][C:39]3C=CC=C[C:38]2=3)(N2CCCC2)N2CCCC2)CC1.F[P-](F)(F)(F)(F)F.Cl.[C:54]([NH:64][CH2:65][CH2:66][CH2:67][CH2:68][NH2:69])(OCC1C=CC=CC=1)=O.C(N(CC)CC)C.C1(=O)[O:83][C:81](=O)[CH2:80][CH2:79][CH2:78]1. Product: [NH:37]1[CH2:38][CH2:39][N:44]=[C:54]1[NH:64][CH2:65][CH2:66][CH2:67][CH2:68][NH:69][C:17]([C@H:9]([NH:8][C:1](=[O:3])[CH2:78][CH2:79][CH2:80][CH:81]=[O:83])[CH2:10][C:11]1[CH:12]=[CH:13][CH:14]=[CH:15][CH:16]=1)=[O:19]. The catalyst class is: 61.